From a dataset of Catalyst prediction with 721,799 reactions and 888 catalyst types from USPTO. Predict which catalyst facilitates the given reaction. (1) Reactant: [CH:1]([O:4][C:5]([N:7]1[CH2:12][CH2:11][CH:10]([C:13]2[O:14][C:15]3[CH:21]=[CH:20][C:19]([C:22]4[CH:31]=[CH:30][C:25]([C:26]([O:28]C)=[O:27])=[CH:24][N:23]=4)=[CH:18][C:16]=3[N:17]=2)[CH2:9][CH2:8]1)=[O:6])([CH3:3])[CH3:2].ClC1C=CC(C(OC)=O)=CN=1.C([O-])([O-])=O.[K+].[K+]. Product: [CH:1]([O:4][C:5]([N:7]1[CH2:8][CH2:9][CH:10]([C:13]2[O:14][C:15]3[CH:21]=[CH:20][C:19]([C:22]4[CH:31]=[CH:30][C:25]([C:26]([OH:28])=[O:27])=[CH:24][N:23]=4)=[CH:18][C:16]=3[N:17]=2)[CH2:11][CH2:12]1)=[O:6])([CH3:3])[CH3:2]. The catalyst class is: 5. (2) Reactant: [F:1][C:2]1[CH:7]=[CH:6][CH:5]=[CH:4][C:3]=1[C:8]1[CH:13]=[CH:12][N:11]=[CH:10][C:9]=1[N:14]([CH2:31][C:32]([F:35])([F:34])[F:33])[C:15](=[O:30])[C:16]1[CH:21]=[C:20]([C:22](F)(F)F)N=[C:18]([C:26]([F:29])([F:28])[F:27])[CH:17]=1.[CH3:36][S:37](C1C=C(C=C(C(F)(F)F)C=1)C(N(C)C1C=NC=CC=1C1C=CC=CC=1C)=O)(=[O:39])=[O:38].F[B-](F)(F)F.BrC1C=CC=C[N+]=1CC.C(N(CC)C(C)C)(C)C. Product: [F:1][C:2]1[CH:7]=[CH:6][CH:5]=[CH:4][C:3]=1[C:8]1[CH:13]=[CH:12][N:11]=[CH:10][C:9]=1[N:14]([CH2:31][C:32]([F:34])([F:33])[F:35])[C:15](=[O:30])[C:16]1[CH:17]=[C:18]([C:26]([F:28])([F:27])[F:29])[CH:22]=[C:20]([S:37]([CH3:36])(=[O:39])=[O:38])[CH:21]=1. The catalyst class is: 2. (3) Reactant: [NH:1]1[C:9]2[C:4](=[CH:5][C:6]([O:10][C@H:11]3[CH2:16][CH2:15][CH2:14][C@H:13]([NH:17][C:18](=O)[CH3:19])[CH2:12]3)=[CH:7][CH:8]=2)[CH:3]=[N:2]1.[H-].[Al+3].[Li+].[H-].[H-].[H-].O.[OH-].[Na+]. Product: [CH2:18]([NH:17][C@H:13]1[CH2:14][CH2:15][CH2:16][C@H:11]([O:10][C:6]2[CH:5]=[C:4]3[C:9](=[CH:8][CH:7]=2)[NH:1][N:2]=[CH:3]3)[CH2:12]1)[CH3:19]. The catalyst class is: 7.